From a dataset of Forward reaction prediction with 1.9M reactions from USPTO patents (1976-2016). Predict the product of the given reaction. (1) The product is: [Cl:34][C:35]1[CH:45]=[C:44]([O:46][CH2:47][CH:48]=[C:49]([Cl:51])[Cl:50])[CH:43]=[C:42]([Cl:52])[C:36]=1[O:37][CH2:38][CH2:39][CH2:40][O:41][C:54]1[CH:59]=[CH:58][C:57]([CH2:60][C:61](=[O:63])[CH3:62])=[CH:56][CH:55]=1. Given the reactants C(OC(N=NC(OC(C)C)=O)=O)(C)C.C1(P(C2C=CC=CC=2)C2C=CC=CC=2)C=CC=CC=1.[Cl:34][C:35]1[CH:45]=[C:44]([O:46][CH2:47][CH:48]=[C:49]([Cl:51])[Cl:50])[CH:43]=[C:42]([Cl:52])[C:36]=1[O:37][CH2:38][CH2:39][CH2:40][OH:41].O[C:54]1[CH:59]=[CH:58][C:57]([CH2:60][C:61](=[O:63])[CH3:62])=[CH:56][CH:55]=1, predict the reaction product. (2) Given the reactants [CH3:1][C:2](OC(C)=O)=[O:3].[OH:8][C@H:9]1[CH2:26][CH2:25][C@@:24]2([CH3:27])[C@@H:11]([CH2:12][CH2:13][C@:14]3([CH3:38])[C@@H:23]2[CH2:22][CH2:21][C@H:20]2[C@@:15]3([CH3:37])[CH2:16][CH2:17][C@@:18]3([C:34]([OH:36])=[O:35])[CH2:30][CH2:29][C@@H:28]([C:31]([CH3:33])=[CH2:32])[C@@H:19]32)[C:10]1([CH3:40])[CH3:39], predict the reaction product. The product is: [C:2]([O:8][C@H:9]1[CH2:26][CH2:25][C@@:24]2([CH3:27])[C@@H:11]([CH2:12][CH2:13][C@:14]3([CH3:38])[C@@H:23]2[CH2:22][CH2:21][C@H:20]2[C@@:15]3([CH3:37])[CH2:16][CH2:17][C@@:18]3([C:34]([OH:36])=[O:35])[CH2:30][CH2:29][C@@H:28]([C:31]([CH3:33])=[CH2:32])[C@@H:19]32)[C:10]1([CH3:40])[CH3:39])(=[O:3])[CH3:1]. (3) Given the reactants COCC1C=CC=CC=1N=[N:11][NH:12][C:13]1[CH:18]=[CH:17][CH:16]=[CH:15][C:14]=1[CH2:19][O:20][CH3:21].[CH3:22][O:23][CH2:24][C:25]1[CH:31]=[CH:30][CH:29]=[CH:28][C:26]=1[NH2:27].Cl.COCC1C=CC=CC=1N, predict the reaction product. The product is: [CH3:22][O:23][CH2:24][C:25]1[CH:31]=[C:30]([N:11]=[N:12][C:13]2[CH:18]=[CH:17][CH:16]=[CH:15][C:14]=2[CH2:19][O:20][CH3:21])[CH:29]=[CH:28][C:26]=1[NH2:27]. (4) Given the reactants [CH2:1]([C:5]1[C:9](/[CH:10]=[CH:11]/[C:12]2[S:13][C:14]([C:18]([OH:20])=O)=[C:15]([CH3:17])[N:16]=2)=[C:8]([CH3:21])[O:7][N:6]=1)[CH2:2][CH2:3][CH3:4].[CH3:22][NH2:23], predict the reaction product. The product is: [CH3:22][NH:23][C:18]([C:14]1[S:13][C:12](/[CH:11]=[CH:10]/[C:9]2[C:5]([CH2:1][CH2:2][CH2:3][CH3:4])=[N:6][O:7][C:8]=2[CH3:21])=[N:16][C:15]=1[CH3:17])=[O:20]. (5) Given the reactants Br[C:2]1[S:3][C:4]([S:17]([N:20]2[CH2:25][CH2:24][CH2:23][CH:22]([OH:26])[CH2:21]2)(=[O:19])=[O:18])=[CH:5][C:6]=1[C:7]1[S:11][C:10]([NH:12][C:13](=[O:15])[CH3:14])=[N:9][C:8]=1[CH3:16].C([Li])CCC.O, predict the reaction product. The product is: [OH:26][CH:22]1[CH2:23][CH2:24][CH2:25][N:20]([S:17]([C:4]2[S:3][CH:2]=[C:6]([C:7]3[S:11][C:10]([NH:12][C:13](=[O:15])[CH3:14])=[N:9][C:8]=3[CH3:16])[CH:5]=2)(=[O:19])=[O:18])[CH2:21]1.